From a dataset of Full USPTO retrosynthesis dataset with 1.9M reactions from patents (1976-2016). Predict the reactants needed to synthesize the given product. (1) Given the product [CH:23]1([C:19]2[CH:20]=[C:21]([CH3:22])[C:16]([N:13]3[CH2:14][CH2:15][N:10]([C:8]([C:5]4[N:6]=[CH:7][C:2]([N:29]5[CH2:33][CH2:32][NH:31][C:30]5=[O:34])=[N:3][CH:4]=4)=[O:9])[CH2:11][CH2:12]3)=[N:17][CH:18]=2)[CH2:25][CH2:24]1, predict the reactants needed to synthesize it. The reactants are: Br[C:2]1[N:3]=[CH:4][C:5]([C:8]([N:10]2[CH2:15][CH2:14][N:13]([C:16]3[C:21]([CH3:22])=[CH:20][C:19]([CH:23]4[CH2:25][CH2:24]4)=[CH:18][N:17]=3)[CH2:12][CH2:11]2)=[O:9])=[N:6][CH:7]=1.C([N:29]1[CH2:33][CH2:32][NH:31][C:30]1=[O:34])(=O)C. (2) Given the product [CH:1]1([CH2:7][S:8][C:9]2[N:14]=[C:13]([C:15](=[O:17])[CH2:19][C:20]#[N:21])[CH:12]=[CH:11][CH:10]=2)[CH2:2][CH2:3][CH2:4][CH2:5][CH2:6]1, predict the reactants needed to synthesize it. The reactants are: [CH:1]1([CH2:7][S:8][C:9]2[N:14]=[C:13]([C:15]([O:17]C)=O)[CH:12]=[CH:11][CH:10]=2)[CH2:6][CH2:5][CH2:4][CH2:3][CH2:2]1.[CH3:19][C:20]#[N:21]. (3) Given the product [CH2:3]([C:4]1[O:63][N:62]=[C:61]([NH:60][C:55]2[CH:56]=[CH:57][C:58]([CH3:59])=[C:53]([C:44]3[C:43](=[O:65])[N:42]([CH3:41])[C:51]4[C:46]([CH:45]=3)=[CH:47][N:48]=[C:49]([CH3:52])[CH:50]=4)[CH:54]=2)[N:64]=1)[CH:2]([CH3:7])[CH3:1], predict the reactants needed to synthesize it. The reactants are: [CH3:1][CH:2]([CH3:7])[CH2:3][C:4](O)=O.CN(C(ON1N=NC2C=CC=NC1=2)=[N+](C)C)C.F[P-](F)(F)(F)(F)F.CCN(C(C)C)C(C)C.[CH3:41][N:42]1[C:51]2[C:46](=[CH:47][N:48]=[C:49]([CH3:52])[CH:50]=2)[CH:45]=[C:44]([C:53]2[CH:54]=[C:55]([NH:60]/[C:61](/[NH2:64])=[N:62]/[OH:63])[CH:56]=[CH:57][C:58]=2[CH3:59])[C:43]1=[O:65].